Dataset: Full USPTO retrosynthesis dataset with 1.9M reactions from patents (1976-2016). Task: Predict the reactants needed to synthesize the given product. (1) Given the product [Cl:35][C:30]1[CH:29]=[C:28]([NH:27][C:26](=[NH:36])[NH:25][C:20]2[N:19]=[C:18]([O:14][CH:10]3[CH2:11][CH2:12][CH2:13][N:8]([C:1]([O:3][C:4]([CH3:7])([CH3:6])[CH3:5])=[O:2])[CH2:9]3)[CH:23]=[C:22]([CH3:24])[N:21]=2)[CH:33]=[CH:32][C:31]=1[Cl:34], predict the reactants needed to synthesize it. The reactants are: [C:1]([N:8]1[CH2:13][CH2:12][CH2:11][CH:10]([OH:14])[CH2:9]1)([O:3][C:4]([CH3:7])([CH3:6])[CH3:5])=[O:2].[H-].[Na+].Cl[C:18]1[CH:23]=[C:22]([CH3:24])[N:21]=[C:20]([NH:25][C:26](=[NH:36])[NH:27][C:28]2[CH:33]=[CH:32][C:31]([Cl:34])=[C:30]([Cl:35])[CH:29]=2)[N:19]=1. (2) Given the product [N:1]1[N:2]([CH2:6][CH2:7][CH2:8][NH2:9])[N:3]=[CH:4][CH:5]=1, predict the reactants needed to synthesize it. The reactants are: [N:1]1[N:2]([CH2:6][CH2:7][CH2:8][N:9]2C(=O)C3C(=CC=CC=3)C2=O)[N:3]=[CH:4][CH:5]=1.O.NN.CO. (3) Given the product [C:1]([O:9][CH2:10][C@H:11]([C:36]1[CH:41]=[C:40]([C:42]([F:45])([F:44])[F:43])[CH:39]=[C:38]([C:46]([F:49])([F:48])[F:47])[CH:37]=1)[O:12][C@H:13]1[CH2:21][CH2:20][C@H:19]2[C@@H:15]([CH2:16][N:17]([C:22]3[O:23][CH2:26][C:25](=[O:28])[N:24]=3)[CH2:18]2)[C@@H:14]1[C:29]1[CH:34]=[CH:33][CH:32]=[CH:31][C:30]=1[CH3:35])(=[O:8])[C:2]1[CH:7]=[CH:6][CH:5]=[CH:4][CH:3]=1, predict the reactants needed to synthesize it. The reactants are: [C:1]([O:9][CH2:10][C@H:11]([C:36]1[CH:41]=[C:40]([C:42]([F:45])([F:44])[F:43])[CH:39]=[C:38]([C:46]([F:49])([F:48])[F:47])[CH:37]=1)[O:12][C@H:13]1[CH2:21][CH2:20][C@H:19]2[C@@H:15]([CH2:16][N:17]([C:22]([NH:24][C:25](=[O:28])[CH2:26]Cl)=[O:23])[CH2:18]2)[C@@H:14]1[C:29]1[CH:34]=[CH:33][CH:32]=[CH:31][C:30]=1[CH3:35])(=[O:8])[C:2]1[CH:7]=[CH:6][CH:5]=[CH:4][CH:3]=1.C1CCN2C(=NCCC2)CC1.